From a dataset of Full USPTO retrosynthesis dataset with 1.9M reactions from patents (1976-2016). Predict the reactants needed to synthesize the given product. (1) Given the product [OH:11][CH2:10][CH2:9][C@@H:3]1[C@H:4]([CH2:5][C:6](=[O:8])[CH3:7])[C:2]1([CH3:12])[CH3:1], predict the reactants needed to synthesize it. The reactants are: [CH3:1][C:2]1([CH3:12])[C@@H:4]([CH2:5][C:6](=[O:8])[CH3:7])[C@H:3]1[CH2:9][CH:10]=[O:11]. (2) Given the product [O:1]=[C:2]1[N:6]([C:7]2[CH:8]=[CH:9][C:10]3[C:16](=[O:17])[CH:15]([C:45]([C:43]4[N:44]=[C:40]([C:34]5[CH:35]=[CH:36][CH:37]=[CH:38][CH:39]=5)[S:41][CH:42]=4)=[O:46])[CH2:14][CH2:13][CH2:12][C:11]=3[CH:18]=2)[CH2:5][C@H:4]([CH2:19][NH:20][C:21](=[O:23])[CH3:22])[O:3]1, predict the reactants needed to synthesize it. The reactants are: [O:1]=[C:2]1[N:6]([C:7]2[CH:8]=[CH:9][C:10]3[C:16](=[O:17])[CH2:15][CH2:14][CH2:13][CH2:12][C:11]=3[CH:18]=2)[CH2:5][C@H:4]([CH2:19][NH:20][C:21](=[O:23])[CH3:22])[O:3]1.[Li+].C[Si]([N-][Si](C)(C)C)(C)C.[C:34]1([C:40]2[S:41][CH:42]=[C:43]([C:45](Cl)=[O:46])[N:44]=2)[CH:39]=[CH:38][CH:37]=[CH:36][CH:35]=1. (3) Given the product [CH2:19]([C:14]1[CH:13]=[C:12]([Br:11])[CH:17]=[CH:16][C:15]=1[OH:18])[C:20]1[CH:21]=[CH:22][CH:23]=[CH:24][CH:25]=1, predict the reactants needed to synthesize it. The reactants are: [Al+3].[Cl-].[Cl-].[Cl-].[H-].[H-].[H-].[H-].[Li+].[Al+3].[Br:11][C:12]1[CH:17]=[CH:16][C:15]([OH:18])=[C:14]([CH:19](O)[C:20]2[CH:25]=[CH:24][CH:23]=[CH:22][CH:21]=2)[CH:13]=1.Cl.